Dataset: Full USPTO retrosynthesis dataset with 1.9M reactions from patents (1976-2016). Task: Predict the reactants needed to synthesize the given product. (1) Given the product [NH2:35][C:31]1[C:30]([NH2:36])=[C:29]([C:6]2[CH:5]=[CH:4][C:3]([C:17]3([NH:20][C:21](=[O:27])[O:22][C:23]([CH3:24])([CH3:25])[CH3:26])[CH2:18][CH2:19]3)=[C:2]([F:1])[CH:7]=2)[CH:34]=[CH:33][N:32]=1, predict the reactants needed to synthesize it. The reactants are: [F:1][C:2]1[CH:7]=[C:6](B2OC(C)(C)C(C)(C)O2)[CH:5]=[CH:4][C:3]=1[C:17]1([NH:20][C:21](=[O:27])[O:22][C:23]([CH3:26])([CH3:25])[CH3:24])[CH2:19][CH2:18]1.Cl[C:29]1[CH:34]=[CH:33][N:32]=[C:31]([NH2:35])[C:30]=1[N+:36]([O-])=O. (2) Given the product [CH2:28]([N:15]([CH2:14][CH2:13][CH2:12][CH2:11][C:5]1[C:4]2[C:8](=[CH:9][CH:10]=[C:2]([F:1])[CH:3]=2)[NH:7][CH:6]=1)[CH:16]1[CH2:25][C:24]2[C:19](=[CH:20][CH:21]=[CH:22][C:23]=2[O:26][CH3:27])[O:18][CH2:17]1)[CH3:29], predict the reactants needed to synthesize it. The reactants are: [F:1][C:2]1[CH:3]=[C:4]2[C:8](=[CH:9][CH:10]=1)[NH:7][CH:6]=[C:5]2[CH2:11][CH2:12][CH2:13][CH2:14][NH:15][CH:16]1[CH2:25][C:24]2[C:19](=[CH:20][CH:21]=[CH:22][C:23]=2[O:26][CH3:27])[O:18][CH2:17]1.[CH:28](=O)[CH3:29].C(O)(=O)C.C([BH3-])#N.[Na+]. (3) Given the product [F:24][C:17]1[CH:16]=[C:15]([CH:25]([NH:27][C:28]([C:30]2[N:31]=[C:32]([C:3]3[CH:4]=[CH:5][CH:6]=[C:7]([Cl:8])[C:2]=3[Cl:1])[O:33][CH:34]=2)=[O:29])[CH3:26])[CH:14]=[C:13]([F:12])[C:18]=1[NH:19][S:20]([CH3:23])(=[O:22])=[O:21], predict the reactants needed to synthesize it. The reactants are: [Cl:1][C:2]1[C:7]([Cl:8])=[CH:6][CH:5]=[CH:4][C:3]=1B(O)O.[F:12][C:13]1[CH:14]=[C:15]([CH:25]([NH:27][C:28]([C:30]2[N:31]=[C:32](Cl)[O:33][CH:34]=2)=[O:29])[CH3:26])[CH:16]=[C:17]([F:24])[C:18]=1[NH:19][S:20]([CH3:23])(=[O:22])=[O:21].C([O-])([O-])=O.[Cs+].[Cs+]. (4) Given the product [C:12]1([C:15]2[CH:16]=[CH:17][CH:18]=[CH:19][CH:20]=2)[CH:11]=[CH:10][C:9]([O:8][CH2:7][CH2:6][NH:4][CH:1]2[CH2:3][CH2:2]2)=[CH:14][CH:13]=1, predict the reactants needed to synthesize it. The reactants are: [CH:1]1([NH2:4])[CH2:3][CH2:2]1.Br[CH2:6][CH2:7][O:8][C:9]1[CH:14]=[CH:13][C:12]([C:15]2[CH:20]=[CH:19][CH:18]=[CH:17][CH:16]=2)=[CH:11][CH:10]=1. (5) Given the product [F:1][C:2]1[CH:7]=[CH:6][CH:5]=[CH:4][C:3]=1[C:8]1[N:9]=[N:10][N:11]([CH3:24])[C:12]=1[CH2:13][O:14][C:15]1[CH:23]=[CH:22][C:18]([C:19]([NH:56][CH:57]2[CH2:62][CH2:61][O:60][CH2:59][CH2:58]2)=[O:21])=[CH:17][N:16]=1, predict the reactants needed to synthesize it. The reactants are: [F:1][C:2]1[CH:7]=[CH:6][CH:5]=[CH:4][C:3]=1[C:8]1[N:9]=[N:10][N:11]([CH3:24])[C:12]=1[CH2:13][O:14][C:15]1[CH:23]=[CH:22][C:18]([C:19]([OH:21])=O)=[CH:17][N:16]=1.CN(C(ON1N=NC2C=CC=CC1=2)=[N+](C)C)C.[B-](F)(F)(F)F.CCN(C(C)C)C(C)C.[NH2:56][CH:57]1[CH2:62][CH2:61][O:60][CH2:59][CH2:58]1. (6) Given the product [Cl:3][C:4]1[CH:5]=[N:6][C:7]2[NH:8][C:9]3[CH:10]=[CH:11][CH:12]=[C:13]([CH:26]=3)[CH2:14][CH2:15][C:16]3[CH:24]=[C:20]([NH:21][C:22]=1[N:23]=2)[CH:19]=[CH:18][C:17]=3[NH:25][C:33]([N:44]1[CH2:48][CH2:47][C@@H:46]([NH:49][C:50](=[O:56])[O:51][C:52]([CH3:53])([CH3:55])[CH3:54])[CH2:45]1)=[O:34], predict the reactants needed to synthesize it. The reactants are: Cl.Cl.[Cl:3][C:4]1[CH:5]=[N:6][C:7]2[NH:8][C:9]3[CH:10]=[CH:11][CH:12]=[C:13]([CH:26]=3)[CH2:14][CH2:15][C:16]3[CH:24]=[C:20]([NH:21][C:22]=1[N:23]=2)[CH:19]=[CH:18][C:17]=3[NH2:25].N1C=CC=CC=1.[C:33](Cl)(Cl)=[O:34].C1(C)C=CC=CC=1.[NH:44]1[CH2:48][CH2:47][C@@H:46]([NH:49][C:50](=[O:56])[O:51][C:52]([CH3:55])([CH3:54])[CH3:53])[CH2:45]1. (7) Given the product [CH2:1]([O:8][C:9]1[CH:26]=[CH:25][C:24]2[C:23]3[C@H:14]([C@H:15]4[C@@:19]([CH2:21][C:22]=3[CH2:27][CH:28]=[CH:29][CH2:53][CH2:52][CH2:51][CH2:50][CH2:49][CH2:48][CH:42]([CH2:41][CH2:40][C:39]([F:38])([F:66])[C:56]([F:64])([F:65])[C:57]([F:62])([F:63])[C:58]([F:59])([F:61])[F:60])[C:43]([O:45][CH2:46][CH3:47])=[O:44])([CH3:20])[C@@H:18]([O:30][CH2:31][C:32]3[CH:33]=[CH:34][CH:35]=[CH:36][CH:37]=3)[CH2:17][CH2:16]4)[CH2:13][CH2:12][C:11]=2[CH:10]=1)[C:2]1[CH:7]=[CH:6][CH:5]=[CH:4][CH:3]=1, predict the reactants needed to synthesize it. The reactants are: [CH2:1]([O:8][C:9]1[CH:26]=[CH:25][C:24]2[C:23]3[C@H:14]([C@H:15]4[C@@:19]([CH2:21][C:22]=3[CH2:27][CH:28]=[CH2:29])([CH3:20])[C@@H:18]([O:30][CH2:31][C:32]3[CH:37]=[CH:36][CH:35]=[CH:34][CH:33]=3)[CH2:17][CH2:16]4)[CH2:13][CH2:12][C:11]=2[CH:10]=1)[C:2]1[CH:7]=[CH:6][CH:5]=[CH:4][CH:3]=1.[F:38][C:39]([F:66])([C:56]([F:65])([F:64])[C:57]([F:63])([F:62])[C:58]([F:61])([F:60])[F:59])[CH2:40][CH2:41][CH:42]([CH2:48][CH2:49][CH2:50][CH2:51][CH2:52][CH2:53]C=C)[C:43]([O:45][CH2:46][CH3:47])=[O:44].